Regression. Given two drug SMILES strings and cell line genomic features, predict the synergy score measuring deviation from expected non-interaction effect. From a dataset of NCI-60 drug combinations with 297,098 pairs across 59 cell lines. (1) Drug 1: COC1=NC(=NC2=C1N=CN2C3C(C(C(O3)CO)O)O)N. Drug 2: C#CCC(CC1=CN=C2C(=N1)C(=NC(=N2)N)N)C3=CC=C(C=C3)C(=O)NC(CCC(=O)O)C(=O)O. Cell line: SF-295. Synergy scores: CSS=56.2, Synergy_ZIP=-2.22, Synergy_Bliss=-2.65, Synergy_Loewe=-3.79, Synergy_HSA=1.70. (2) Drug 1: C1=C(C(=O)NC(=O)N1)N(CCCl)CCCl. Drug 2: C1=CN(C=N1)CC(O)(P(=O)(O)O)P(=O)(O)O. Cell line: EKVX. Synergy scores: CSS=-1.46, Synergy_ZIP=-4.01, Synergy_Bliss=-9.51, Synergy_Loewe=-11.2, Synergy_HSA=-9.70. (3) Drug 1: C1C(C(OC1N2C=NC3=C(N=C(N=C32)Cl)N)CO)O. Drug 2: C1=NC(=NC(=O)N1C2C(C(C(O2)CO)O)O)N. Cell line: NCI-H460. Synergy scores: CSS=67.4, Synergy_ZIP=7.45, Synergy_Bliss=10.3, Synergy_Loewe=-0.840, Synergy_HSA=9.51. (4) Drug 1: CC1=C(N=C(N=C1N)C(CC(=O)N)NCC(C(=O)N)N)C(=O)NC(C(C2=CN=CN2)OC3C(C(C(C(O3)CO)O)O)OC4C(C(C(C(O4)CO)O)OC(=O)N)O)C(=O)NC(C)C(C(C)C(=O)NC(C(C)O)C(=O)NCCC5=NC(=CS5)C6=NC(=CS6)C(=O)NCCC[S+](C)C)O. Drug 2: C(CC(=O)O)C(=O)CN.Cl. Cell line: MDA-MB-231. Synergy scores: CSS=21.8, Synergy_ZIP=-7.18, Synergy_Bliss=-1.98, Synergy_Loewe=-7.96, Synergy_HSA=1.10.